From a dataset of NCI-60 drug combinations with 297,098 pairs across 59 cell lines. Regression. Given two drug SMILES strings and cell line genomic features, predict the synergy score measuring deviation from expected non-interaction effect. (1) Drug 1: COC1=C2C(=CC3=C1OC=C3)C=CC(=O)O2. Drug 2: C1CCC(C(C1)N)N.C(=O)(C(=O)[O-])[O-].[Pt+4]. Cell line: MDA-MB-231. Synergy scores: CSS=13.0, Synergy_ZIP=-9.44, Synergy_Bliss=-12.8, Synergy_Loewe=-4.13, Synergy_HSA=-7.95. (2) Drug 1: CC(C1=C(C=CC(=C1Cl)F)Cl)OC2=C(N=CC(=C2)C3=CN(N=C3)C4CCNCC4)N. Drug 2: C1=CC(=CC=C1CCC2=CNC3=C2C(=O)NC(=N3)N)C(=O)NC(CCC(=O)O)C(=O)O. Cell line: NCI-H460. Synergy scores: CSS=28.8, Synergy_ZIP=-1.25, Synergy_Bliss=-1.76, Synergy_Loewe=-2.90, Synergy_HSA=-0.724. (3) Drug 1: CN1CCC(CC1)COC2=C(C=C3C(=C2)N=CN=C3NC4=C(C=C(C=C4)Br)F)OC. Drug 2: CCC1=C2CN3C(=CC4=C(C3=O)COC(=O)C4(CC)O)C2=NC5=C1C=C(C=C5)O. Synergy scores: CSS=46.0, Synergy_ZIP=3.11, Synergy_Bliss=1.98, Synergy_Loewe=-20.6, Synergy_HSA=1.67. Cell line: HCT116.